Task: Predict which catalyst facilitates the given reaction.. Dataset: Catalyst prediction with 721,799 reactions and 888 catalyst types from USPTO (1) Reactant: [CH3:1][O:2][C:3]1[CH:4]=[C:5]([C:11]2[C@@H:20]3[C@@H:15]([CH2:16][CH2:17][CH2:18][CH2:19]3)[C:14](=[O:21])[N:13]([CH:22]3[CH2:27][CH2:26][N:25]([C:28](=[O:46])[C@H:29]([NH:38]C(=O)OC(C)(C)C)[CH2:30][C:31]4[CH:36]=[CH:35][C:34]([CH3:37])=[CH:33][CH:32]=4)[CH2:24][CH2:23]3)[N:12]=2)[CH:6]=[CH:7][C:8]=1[O:9][CH3:10].[ClH:47].C(OCC)C. Product: [ClH:47].[NH2:38][C@H:29]([CH2:30][C:31]1[CH:32]=[CH:33][C:34]([CH3:37])=[CH:35][CH:36]=1)[C:28]([N:25]1[CH2:24][CH2:23][CH:22]([N:13]2[N:12]=[C:11]([C:5]3[CH:6]=[CH:7][C:8]([O:9][CH3:10])=[C:3]([O:2][CH3:1])[CH:4]=3)[C@@H:20]3[C@@H:15]([CH2:16][CH2:17][CH2:18][CH2:19]3)[C:14]2=[O:21])[CH2:27][CH2:26]1)=[O:46]. The catalyst class is: 12. (2) Reactant: [F:1][C:2]1[CH:28]=[CH:27][C:5]([CH2:6][NH:7][C:8]([C:10]2[C:15]([O:16][CH2:17][C:18]3[CH:23]=[CH:22][CH:21]=[CH:20][CH:19]=3)=[C:14]([O:24][CH3:25])[CH:13]=[C:12](Br)[N:11]=2)=[O:9])=[CH:4][CH:3]=1.C([O-])([O-])=O.[Cs+].[Cs+].C1C=CC(P(C2C(C3C(P(C4C=CC=CC=4)C4C=CC=CC=4)=CC=C4C=3C=CC=C4)=C3C(C=CC=C3)=CC=2)C2C=CC=CC=2)=CC=1.[NH:81]1[CH2:86][CH2:85][CH2:84][CH2:83][CH2:82]1. Product: [F:1][C:2]1[CH:28]=[CH:27][C:5]([CH2:6][NH:7][C:8]([C:10]2[N:11]=[C:12]([N:81]3[CH2:86][CH2:85][CH2:84][CH2:83][CH2:82]3)[CH:13]=[C:14]([O:24][CH3:25])[C:15]=2[O:16][CH2:17][C:18]2[CH:23]=[CH:22][CH:21]=[CH:20][CH:19]=2)=[O:9])=[CH:4][CH:3]=1. The catalyst class is: 231.